This data is from Forward reaction prediction with 1.9M reactions from USPTO patents (1976-2016). The task is: Predict the product of the given reaction. (1) The product is: [Si:1]([O:8][CH2:9][C@@H:10]([N:15]1[C:24]2[C:19](=[CH:20][C:21]([NH:41][CH2:40][C:37]3[CH:38]=[CH:39][C:34]([F:33])=[CH:35][CH:36]=3)=[C:22]([F:25])[CH:23]=2)[C:18](=[O:27])[C:17]([C:28]([O:30][CH2:31][CH3:32])=[O:29])=[CH:16]1)[C:11]([CH3:14])([CH3:13])[CH3:12])([C:4]([CH3:7])([CH3:6])[CH3:5])([CH3:3])[CH3:2]. Given the reactants [Si:1]([O:8][CH2:9][C@@H:10]([N:15]1[C:24]2[C:19](=[CH:20][C:21](I)=[C:22]([F:25])[CH:23]=2)[C:18](=[O:27])[C:17]([C:28]([O:30][CH2:31][CH3:32])=[O:29])=[CH:16]1)[C:11]([CH3:14])([CH3:13])[CH3:12])([C:4]([CH3:7])([CH3:6])[CH3:5])([CH3:3])[CH3:2].[F:33][C:34]1[CH:39]=[CH:38][C:37]([CH2:40][NH2:41])=[CH:36][CH:35]=1.C1C=CC(P(C2C(C3C(P(C4C=CC=CC=4)C4C=CC=CC=4)=CC=C4C=3C=CC=C4)=C3C(C=CC=C3)=CC=2)C2C=CC=CC=2)=CC=1.C([O-])([O-])=O.[Cs+].[Cs+], predict the reaction product. (2) Given the reactants [Cl:1][C:2]1[CH:11]=[C:10]2[C:5]([CH:6]=[CH:7][C:8]([CH:12]=[CH:13][C:14]3[CH:15]=[C:16]([C@H:20]([S:33][CH2:34][C:35]4([CH2:38][C:39]([OH:41])=[O:40])[CH2:37][CH2:36]4)[CH2:21][CH2:22][C:23]4[CH:28]=[CH:27][CH:26]=[CH:25][C:24]=4[C:29]([OH:32])([CH3:31])[CH3:30])[CH:17]=[CH:18][CH:19]=3)=[N:9]2)=[CH:4][CH:3]=1.CC(C)=O.[C:46]([NH2:50])([CH3:49])([CH3:48])[CH3:47], predict the reaction product. The product is: [C:46]([NH2:50])([CH3:49])([CH3:48])[CH3:47].[Cl:1][C:2]1[CH:11]=[C:10]2[C:5]([CH:6]=[CH:7][C:8]([CH:12]=[CH:13][C:14]3[CH:15]=[C:16]([C@H:20]([S:33][CH2:34][C:35]4([CH2:38][C:39]([OH:41])=[O:40])[CH2:36][CH2:37]4)[CH2:21][CH2:22][C:23]4[CH:28]=[CH:27][CH:26]=[CH:25][C:24]=4[C:29]([OH:32])([CH3:31])[CH3:30])[CH:17]=[CH:18][CH:19]=3)=[N:9]2)=[CH:4][CH:3]=1. (3) Given the reactants [N:1]1([C:6]2[CH:11]=[CH:10][C:9]([C:12](O)([CH2:14][CH:15]([C:20]3[CH:25]=[C:24]([Cl:26])[CH:23]=[C:22]([Cl:27])[CH:21]=3)[C:16]([F:19])([F:18])[F:17])[CH3:13])=[CH:8][CH:7]=2)[CH:5]=[N:4][CH:3]=[N:2]1.C1(C)C=CC(S(O)(=O)=O)=CC=1, predict the reaction product. The product is: [Cl:26][C:24]1[CH:25]=[C:20]([CH:15]([C:16]([F:17])([F:19])[F:18])/[CH:14]=[C:12](/[C:9]2[CH:10]=[CH:11][C:6]([N:1]3[CH:5]=[N:4][CH:3]=[N:2]3)=[CH:7][CH:8]=2)\[CH3:13])[CH:21]=[C:22]([Cl:27])[CH:23]=1. (4) The product is: [NH2:1][C:4]1[CH:11]=[C:10]([O:12][CH2:13][CH:14]2[CH2:15][CH2:16][N:17]([CH3:20])[CH2:18][CH2:19]2)[C:9]([O:21][CH3:22])=[CH:8][C:5]=1[C:6]#[N:7]. Given the reactants [N+:1]([C:4]1[CH:11]=[C:10]([O:12][CH2:13][CH:14]2[CH2:19][CH2:18][N:17]([CH3:20])[CH2:16][CH2:15]2)[C:9]([O:21][CH3:22])=[CH:8][C:5]=1[C:6]#[N:7])([O-])=O.[O-]S(S([O-])=O)=O.[Na+].[Na+].Cl, predict the reaction product.